Dataset: Full USPTO retrosynthesis dataset with 1.9M reactions from patents (1976-2016). Task: Predict the reactants needed to synthesize the given product. (1) Given the product [Br:1][C:2]1[C:3]([CH3:18])=[CH:4][C:5]([C:20]2[CH:25]=[N:24][C:23]([CH3:26])=[CH:22][N:21]=2)=[CH:6][C:7]=1[CH3:8], predict the reactants needed to synthesize it. The reactants are: [Br:1][C:2]1[C:7]([CH3:8])=[CH:6][C:5](B2OC(C)(C)C(C)(C)O2)=[CH:4][C:3]=1[CH3:18].Br[C:20]1[CH:25]=[N:24][C:23]([CH3:26])=[CH:22][N:21]=1. (2) Given the product [CH2:14]([N:4]1[CH2:5][CH2:6][N:1]([C:7]([O:9][C:10]([CH3:13])([CH3:12])[CH3:11])=[O:8])[CH2:2][CH2:3]1)[C:15]1[CH:20]=[CH:19][CH:18]=[CH:17][CH:16]=1, predict the reactants needed to synthesize it. The reactants are: [N:1]1([C:7]([O:9][C:10]([CH3:13])([CH3:12])[CH3:11])=[O:8])[CH2:6][CH2:5][NH:4][CH2:3][CH2:2]1.[CH2:14](Br)[C:15]1[CH:20]=[CH:19][CH:18]=[CH:17][CH:16]=1.C(N(CC)CC)C. (3) Given the product [F:1][C:2]1[CH:7]=[CH:6][C:5]([F:8])=[CH:4][C:3]=1[C:9]1[CH:14]=[C:13]([C:15]([F:17])([F:16])[F:18])[CH:12]=[C:11]([S:19]([NH:22][C:23]2[CH:31]=[CH:30][C:26]([C:27]([O:29][CH3:33])=[O:28])=[C:25]([OH:32])[CH:24]=2)(=[O:20])=[O:21])[CH:10]=1, predict the reactants needed to synthesize it. The reactants are: [F:1][C:2]1[CH:7]=[CH:6][C:5]([F:8])=[CH:4][C:3]=1[C:9]1[CH:14]=[C:13]([C:15]([F:18])([F:17])[F:16])[CH:12]=[C:11]([S:19]([NH:22][C:23]2[CH:31]=[CH:30][C:26]([C:27]([OH:29])=[O:28])=[C:25]([OH:32])[CH:24]=2)(=[O:21])=[O:20])[CH:10]=1.[C:33](N1C=CN=C1)(N1C=CN=C1)=O.CO.N1C=CC=CC=1. (4) Given the product [CH2:17]([N:19]([CH2:20][CH3:21])[C:14]([CH:10]1[O:11][CH2:12][CH2:13][N:8]([C:6]([O:5][C:1]([CH3:2])([CH3:3])[CH3:4])=[O:7])[CH2:9]1)=[O:16])[CH3:18], predict the reactants needed to synthesize it. The reactants are: [C:1]([O:5][C:6]([N:8]1[CH2:13][CH2:12][O:11][CH:10]([C:14]([OH:16])=O)[CH2:9]1)=[O:7])([CH3:4])([CH3:3])[CH3:2].[CH2:17]([NH:19][CH2:20][CH3:21])[CH3:18].C(N=C=NCCCN(C)C)C. (5) Given the product [NH:38]1[CH2:42][CH2:41][CH:40]([C:43]2[CH:44]=[CH:45][C:46]([NH:49][C:50]3[N:55]=[C:54]([CH2:56][CH2:57][C:58]4[CH:63]=[CH:62][CH:61]=[CH:60][C:59]=4[CH2:64][C:65]([NH2:2])=[O:67])[C:53]([C:68]([F:71])([F:70])[F:69])=[CH:52][N:51]=3)=[CH:47][CH:48]=2)[CH2:39]1, predict the reactants needed to synthesize it. The reactants are: O[N:2]1C2C=CC=CC=2N=N1.CCN=C=NCCCN(C)C.C(N(CC)C(C)C)(C)C.C(OC([N:38]1[CH2:42][CH2:41][CH:40]([C:43]2[CH:48]=[CH:47][C:46]([NH:49][C:50]3[N:55]=[C:54]([CH2:56][CH2:57][C:58]4[CH:63]=[CH:62][CH:61]=[CH:60][C:59]=4[CH2:64][C:65]([O-:67])=O)[C:53]([C:68]([F:71])([F:70])[F:69])=[CH:52][N:51]=3)=[CH:45][CH:44]=2)[CH2:39]1)=O)(C)(C)C.[Li+].C(=O)([O-])[O-].[NH4+].[NH4+]. (6) Given the product [O:1]1[C:5]2[CH:6]=[CH:7][CH:8]=[CH:9][C:4]=2[C:3]([C:14]2[N:19]=[C:18]([NH2:20])[N:17]=[C:16]([NH:21][CH3:22])[CH:15]=2)=[CH:2]1, predict the reactants needed to synthesize it. The reactants are: [O:1]1[C:5]2[CH:6]=[CH:7][CH:8]=[CH:9][C:4]=2[C:3](B(O)O)=[CH:2]1.I[C:14]1[N:19]=[C:18]([NH2:20])[N:17]=[C:16]([NH:21][CH3:22])[CH:15]=1. (7) Given the product [Br:9][C:5]1[CH:6]=[C:7]([CH3:8])[C:2]([I:15])=[N:3][CH:4]=1, predict the reactants needed to synthesize it. The reactants are: Br[C:2]1[C:7]([CH3:8])=[CH:6][C:5]([Br:9])=[CH:4][N:3]=1.C(Cl)(=O)C.[Na+].[I-:15]. (8) Given the product [Cl:12][C:9]1[CH:10]=[CH:11][C:6]2[S:5][CH:4]=[C:3]([CH2:2][N:22]3[CH2:23][CH2:24][CH:19]([C:14]4[CH:15]=[CH:16][CH:17]=[CH:18][N:13]=4)[CH2:20][CH2:21]3)[C:7]=2[CH:8]=1, predict the reactants needed to synthesize it. The reactants are: Br[CH2:2][C:3]1[C:7]2[CH:8]=[C:9]([Cl:12])[CH:10]=[CH:11][C:6]=2[S:5][CH:4]=1.[N:13]1[CH:18]=[CH:17][CH:16]=[CH:15][C:14]=1[CH:19]1[CH2:24][CH2:23][NH:22][CH2:21][CH2:20]1. (9) Given the product [CH3:1][O:2][C:3]1[N:8]=[CH:7][C:6]([CH:9]=[C:15]2[C:16](=[O:18])[O:17][C:12]([CH3:20])([CH3:11])[O:13][C:14]2=[O:19])=[CH:5][CH:4]=1, predict the reactants needed to synthesize it. The reactants are: [CH3:1][O:2][C:3]1[N:8]=[CH:7][C:6]([CH:9]=O)=[CH:5][CH:4]=1.[CH3:11][C:12]1([CH3:20])[O:17][C:16](=[O:18])[CH2:15][C:14](=[O:19])[O:13]1.